This data is from Peptide-MHC class I binding affinity with 185,985 pairs from IEDB/IMGT. The task is: Regression. Given a peptide amino acid sequence and an MHC pseudo amino acid sequence, predict their binding affinity value. This is MHC class I binding data. (1) The binding affinity (normalized) is 0.213. The MHC is HLA-B15:01 with pseudo-sequence HLA-B15:01. The peptide sequence is YHHFKTIEL. (2) The peptide sequence is ETRSFTTHF. The MHC is HLA-A69:01 with pseudo-sequence HLA-A69:01. The binding affinity (normalized) is 0.0847. (3) The peptide sequence is FRNQVKIRR. The MHC is HLA-A02:01 with pseudo-sequence HLA-A02:01. The binding affinity (normalized) is 0.0847. (4) The peptide sequence is FQVNRFTGY. The MHC is HLA-B08:03 with pseudo-sequence HLA-B08:03. The binding affinity (normalized) is 0.0847. (5) The peptide sequence is IMAYVNQAH. The MHC is HLA-A33:01 with pseudo-sequence HLA-A33:01. The binding affinity (normalized) is 0.0302. (6) The peptide sequence is CITQGKAI. The MHC is HLA-A02:01 with pseudo-sequence HLA-A02:01. The binding affinity (normalized) is 0.